Predict the product of the given reaction. From a dataset of Forward reaction prediction with 1.9M reactions from USPTO patents (1976-2016). (1) Given the reactants [CH2:1]([O:8][C:9]1[CH:14]=[CH:13][N:12]([CH2:15][C:16](=[O:34])[C:17]2[CH:33]=[CH:32][C:20]3[CH2:21][CH2:22][N:23]([C:26](=[O:31])[C:27]([F:30])([F:29])[F:28])[CH2:24][CH2:25][C:19]=3[CH:18]=2)[C:11](=[O:35])[CH:10]=1)[C:2]1[CH:7]=[CH:6][CH:5]=[CH:4][CH:3]=1.[Na].[BH4-], predict the reaction product. The product is: [CH2:1]([O:8][C:9]1[CH:14]=[CH:13][N:12]([CH2:15][CH:16]([OH:34])[C:17]2[CH:33]=[CH:32][C:20]3[CH2:21][CH2:22][N:23]([C:26](=[O:31])[C:27]([F:30])([F:29])[F:28])[CH2:24][CH2:25][C:19]=3[CH:18]=2)[C:11](=[O:35])[CH:10]=1)[C:2]1[CH:3]=[CH:4][CH:5]=[CH:6][CH:7]=1. (2) Given the reactants [C:1]([C:3]1([C:6]([OH:8])=O)[CH2:5][CH2:4]1)#[N:2].[CH3:9][C:10]1[N:14]([CH:15]2[CH2:21][C@H:20]3[N:22]([CH2:23][CH2:24][C:25]4([C:31]5[CH:36]=[CH:35][CH:34]=[CH:33][CH:32]=5)[CH2:30][CH2:29][NH:28][CH2:27][CH2:26]4)[C@H:17]([CH2:18][CH2:19]3)[CH2:16]2)[C:13]2[CH:37]=[CH:38][CH:39]=[CH:40][C:12]=2[N:11]=1, predict the reaction product. The product is: [CH3:9][C:10]1[N:14]([CH:15]2[CH2:21][C@H:20]3[N:22]([CH2:23][CH2:24][C:25]4([C:31]5[CH:36]=[CH:35][CH:34]=[CH:33][CH:32]=5)[CH2:26][CH2:27][N:28]([C:6]([C:3]5([C:1]#[N:2])[CH2:5][CH2:4]5)=[O:8])[CH2:29][CH2:30]4)[C@H:17]([CH2:18][CH2:19]3)[CH2:16]2)[C:13]2[CH:37]=[CH:38][CH:39]=[CH:40][C:12]=2[N:11]=1. (3) The product is: [C:6]([C:7]1[CH:12]=[CH:11][C:10]([C:13]#[CH:14])=[CH:9][CH:8]=1)#[CH:5]. Given the reactants C[Si]([C:5]#[C:6][C:7]1[CH:12]=[CH:11][C:10]([C:13]#[C:14][Si](C)(C)C)=[CH:9][CH:8]=1)(C)C.CO.[OH-].[K+], predict the reaction product. (4) The product is: [Br:39][CH2:40][CH2:41][CH2:42][CH2:43][N:12]([O:13][C:14]([C:27]1[CH:28]=[CH:29][CH:30]=[CH:31][CH:32]=1)([C:15]1[CH:20]=[CH:19][CH:18]=[CH:17][CH:16]=1)[C:21]1[CH:22]=[CH:23][CH:24]=[CH:25][CH:26]=1)[C:10](=[O:11])[CH2:9][S:8][C:5]1[CH:6]=[CH:7][C:2]([F:1])=[CH:3][CH:4]=1. Given the reactants [F:1][C:2]1[CH:7]=[CH:6][C:5]([S:8][CH2:9][C:10]([NH:12][O:13][C:14]([C:27]2[CH:32]=[CH:31][CH:30]=[CH:29][CH:28]=2)([C:21]2[CH:26]=[CH:25][CH:24]=[CH:23][CH:22]=2)[C:15]2[CH:20]=[CH:19][CH:18]=[CH:17][CH:16]=2)=[O:11])=[CH:4][CH:3]=1.C([O-])([O-])=O.[Cs+].[Cs+].[Br:39][CH2:40][CH2:41][CH2:42][CH2:43]Br, predict the reaction product. (5) Given the reactants [Cl:1][C:2]1[CH:3]=[N:4][N:5]([CH3:28])[C:6]=1[C:7]1[CH:8]=[C:9]2[C:13](=[CH:14][CH:15]=1)[C:12](=[O:16])[N:11]([C@@H:17]([CH2:20][C:21]1[CH:26]=[CH:25][CH:24]=[C:23]([F:27])[CH:22]=1)[CH:18]=O)[CH2:10]2.[CH3:29][NH2:30].C(O[BH-](OC(=O)C)OC(=O)C)(=O)C.[Na+], predict the reaction product. The product is: [Cl:1][C:2]1[CH:3]=[N:4][N:5]([CH3:28])[C:6]=1[C:7]1[CH:8]=[C:9]2[C:13](=[CH:14][CH:15]=1)[C:12](=[O:16])[N:11]([C@@H:17]([CH2:20][C:21]1[CH:26]=[CH:25][CH:24]=[C:23]([F:27])[CH:22]=1)[CH2:18][NH:30][CH3:29])[CH2:10]2. (6) The product is: [CH2:25]([O:27][C:28](=[O:48])[CH2:29][S:30][C:31]1[CH:36]=[CH:35][C:34]([O:37][CH2:38][CH2:39][C@@H:40]([O:24][C:15]2[C:14]([O:7][C:8]3[CH:9]=[CH:10][CH:11]=[CH:12][CH:13]=3)=[CH:19][C:18]([C:20]([F:23])([F:21])[F:22])=[CH:17][N:16]=2)[CH3:41])=[CH:33][C:32]=1[CH3:47])[CH3:26].[CH3:47][C:32]1[CH:33]=[C:34]([O:37][CH2:38][CH2:39][C@@H:40]([O:42][C:15]2[C:14]([O:7][C:8]3[CH:13]=[CH:12][CH:11]=[CH:10][CH:9]=3)=[CH:19][C:18]([C:20]([F:21])([F:22])[F:23])=[CH:17][N:16]=2)[CH3:41])[CH:35]=[CH:36][C:31]=1[S:30][CH2:29][C:28]([OH:27])=[O:48]. Given the reactants C(=O)([O-])[O-].[Cs+].[Cs+].[O:7]([C:14]1[C:15]([OH:24])=[N:16][CH:17]=[C:18]([C:20]([F:23])([F:22])[F:21])[CH:19]=1)[C:8]1[CH:13]=[CH:12][CH:11]=[CH:10][CH:9]=1.[CH2:25]([O:27][C:28](=[O:48])[CH2:29][S:30][C:31]1[CH:36]=[CH:35][C:34]([O:37][CH2:38][CH2:39][C@@H:40]([O:42]S(C)(=O)=O)[CH3:41])=[CH:33][C:32]=1[CH3:47])[CH3:26].C(OC(=O)C)C, predict the reaction product.